This data is from Forward reaction prediction with 1.9M reactions from USPTO patents (1976-2016). The task is: Predict the product of the given reaction. (1) Given the reactants [NH2:1][CH2:2][CH2:3][N:4]1[C:12]2[C:7](=[CH:8][CH:9]=[C:10]([C:13]([O:15][CH3:16])=[O:14])[CH:11]=2)[C:6]([CH:17]2[CH2:22][CH2:21][CH2:20][CH2:19][CH2:18]2)=[C:5]1[Br:23].[C:24](O[C:24]([O:26][C:27]([CH3:30])([CH3:29])[CH3:28])=[O:25])([O:26][C:27]([CH3:30])([CH3:29])[CH3:28])=[O:25].O, predict the reaction product. The product is: [Br:23][C:5]1[N:4]([CH2:3][CH2:2][NH:1][C:24]([O:26][C:27]([CH3:30])([CH3:29])[CH3:28])=[O:25])[C:12]2[C:7]([C:6]=1[CH:17]1[CH2:22][CH2:21][CH2:20][CH2:19][CH2:18]1)=[CH:8][CH:9]=[C:10]([C:13]([O:15][CH3:16])=[O:14])[CH:11]=2. (2) Given the reactants [NH:1]1[C:9]2[C:4](=[CH:5][C:6]([CH:10]=[O:11])=[CH:7][CH:8]=2)[CH:3]=[N:2]1.[Cl:12]N1C(=O)CCC1=O, predict the reaction product. The product is: [Cl:12][C:3]1[C:4]2[C:9](=[CH:8][CH:7]=[C:6]([CH:10]=[O:11])[CH:5]=2)[NH:1][N:2]=1.